Dataset: Peptide-MHC class I binding affinity with 185,985 pairs from IEDB/IMGT. Task: Regression. Given a peptide amino acid sequence and an MHC pseudo amino acid sequence, predict their binding affinity value. This is MHC class I binding data. (1) The peptide sequence is RATCSAAYL. The MHC is H-2-Kb with pseudo-sequence H-2-Kb. The binding affinity (normalized) is 0.323. (2) The MHC is HLA-A02:02 with pseudo-sequence HLA-A02:02. The peptide sequence is HVSRPTTVV. The binding affinity (normalized) is 0.0735. (3) The peptide sequence is ILWDYFTL. The MHC is H-2-Kb with pseudo-sequence H-2-Kb. The binding affinity (normalized) is 0.483. (4) The peptide sequence is RAYAAMHLW. The MHC is HLA-A69:01 with pseudo-sequence HLA-A69:01. The binding affinity (normalized) is 0.0847. (5) The peptide sequence is SDYLELVTI. The MHC is Patr-B2401 with pseudo-sequence Patr-B2401. The binding affinity (normalized) is 0.804. (6) The peptide sequence is RRFWFRLRP. The MHC is HLA-B48:01 with pseudo-sequence HLA-B48:01. The binding affinity (normalized) is 0.0847. (7) The peptide sequence is ISDPAFKVF. The MHC is HLA-B44:02 with pseudo-sequence HLA-B44:02. The binding affinity (normalized) is 0.0847. (8) The peptide sequence is GISSMVEAM. The MHC is Mamu-A02 with pseudo-sequence Mamu-A02. The binding affinity (normalized) is 0.418.